From a dataset of Reaction yield outcomes from USPTO patents with 853,638 reactions. Predict the reaction yield, written as a fraction of the theoretical maximum amount of product (1.0 means a 100% yield; for example, 0.34 means a 34% yield). (1) The reactants are [CH3:1][O:2][C:3]1[CH:8]=[CH:7][C:6]([S:9](Cl)(=[O:11])=[O:10])=[CH:5][CH:4]=1.[CH3:13][O:14][C:15]1[CH:21]=[CH:20][C:18]([NH2:19])=[CH:17][CH:16]=1.C(N(CC)CC)C. The catalyst is ClCCl. The product is [CH3:13][O:14][C:15]1[CH:21]=[CH:20][C:18]([NH:19][S:9]([C:6]2[CH:7]=[CH:8][C:3]([O:2][CH3:1])=[CH:4][CH:5]=2)(=[O:11])=[O:10])=[CH:17][CH:16]=1. The yield is 0.790. (2) The reactants are [Br:1][C:2]1[CH:3]=[C:4]([CH3:12])[C:5]([N+:9]([O-:11])=[O:10])=[C:6](F)[CH:7]=1.[CH3:13][NH2:14].C1COCC1. No catalyst specified. The product is [Br:1][C:2]1[CH:3]=[C:4]([CH3:12])[C:5]([N+:9]([O-:11])=[O:10])=[C:6]([CH:7]=1)[NH:14][CH3:13]. The yield is 0.990. (3) The reactants are [CH3:1][C:2]1[O:6][N:5]=[C:4]([C:7]2[CH:12]=[CH:11][CH:10]=[CH:9][CH:8]=2)[C:3]=1[CH2:13][O:14][C:15]1[CH:23]=[CH:22][C:18]([C:19]([OH:21])=O)=[CH:17][N:16]=1.Cl.[F:25][CH2:26][CH2:27][NH2:28]. No catalyst specified. The product is [F:25][CH2:26][CH2:27][NH:28][C:19](=[O:21])[C:18]1[CH:22]=[CH:23][C:15]([O:14][CH2:13][C:3]2[C:4]([C:7]3[CH:8]=[CH:9][CH:10]=[CH:11][CH:12]=3)=[N:5][O:6][C:2]=2[CH3:1])=[N:16][CH:17]=1. The yield is 0.950. (4) The reactants are P(Cl)(Cl)(Cl)=O.[C:6]1([C:40]2[CH:45]=[CH:44][CH:43]=[CH:42][CH:41]=2)[CH:11]=[CH:10][C:9]([CH2:12][C:13]([NH:15][CH2:16][CH2:17][C:18]2[CH:23]=CC(OCC3C=CC=CC=3)=[C:20]([O:32][CH2:33]C3C=CC=CC=3)[CH:19]=2)=O)=[CH:8][CH:7]=1.[BH4-].[Na+].O.O.[C:50]([OH:55])(=[O:54])[C:51]([OH:53])=[O:52].C[CH2:57][O:58][CH2:59][CH3:60]. The catalyst is C(#N)C.CO. The product is [C:50]([OH:55])(=[O:54])[C:51]([OH:53])=[O:52].[C:6]1([C:40]2[CH:41]=[CH:42][CH:43]=[CH:44][CH:45]=2)[CH:7]=[CH:8][C:9]([CH2:12][CH:13]2[C:23]3[C:18](=[CH:19][C:20]([O:32][CH3:33])=[C:59]([O:58][CH3:57])[CH:60]=3)[CH2:17][CH2:16][NH:15]2)=[CH:10][CH:11]=1. The yield is 0.720.